Dataset: Experimentally validated miRNA-target interactions with 360,000+ pairs, plus equal number of negative samples. Task: Binary Classification. Given a miRNA mature sequence and a target amino acid sequence, predict their likelihood of interaction. (1) The miRNA is mmu-miR-340-5p with sequence UUAUAAAGCAAUGAGACUGAUU. The protein sequence of the target gene is MEEGFRDRAAFIRGAKDIAKEVKKHAAKKVVKGLDRVQDEYSRRSYSRFEEEDDDDDFPAPADGYYRGEGAQDEEEGGASSDATEGHDEDDEIYEGEYQGIPRAESGGKGERMADGAPLAGVRGGLSDGEGPPGGRGEAQRRKDREELAQQYETILRECGHGRFQWTLYFVLGLALMADGVEVFVVGFVLPSAEKDMCLSDSNKGMLGLIVYLGMMVGAFLWGGLADRLGRRQCLLISLSVNSVFAFFSSFVQGYGTFLFCRLLSGVGIGGSIPIVFSYFSEFLAQEKRGEHLSWLCMFW.... Result: 1 (interaction). (2) Result: 0 (no interaction). The protein sequence of the target gene is MGWLPLLLLLTQCLGVPGQRSPLNDFQVLRGTELQHLLHAVVPGPWQEDVADAEECAGRCGPLMDCRAFHYNVSSHGCQLLPWTQHSPHTRLRRSGRCDLFQKKDYVRTCIMNNGVGYRGTMATTVGGLPCQAWSHKFPNDHKYTPTLRNGLEENFCRNPDGDPGGPWCYTTDPAVRFQSCGIKSCREAACVWCNGEEYRGAVDRTESGRECQRWDLQHPHQHPFEPGKFLDQGLDDNYCRNPDGSERPWCYTTDPQIEREFCDLPRCGSEAQPRQEATTVSCFRGKGEGYRGTANTTTA.... The miRNA is hsa-miR-4638-3p with sequence CCUGGACACCGCUCAGCCGGCCG. (3) The miRNA is hsa-miR-4471 with sequence UGGGAACUUAGUAGAGGUUUAA. The protein sequence of the target gene is MKTKNRPPRRRTPMQDTEATPGEQTPDRPQSGSGGSELTKGLRSRTARASGGRGEVSRRRQGSGGRRENSVQRRLESNERERQRMHKLNNAFQALREVIPHVRADKKLSKIETLTLAKNYIKSLTATILTMSSSRLPGLEAPGPAPGPKLYQHYHHQQQQQQQQQQVAGAMLGVTEDQPQGHLQRYSTQIHSFREGS. Result: 0 (no interaction). (4) The miRNA is rno-let-7a-5p with sequence UGAGGUAGUAGGUUGUAUAGUU. The protein sequence of the target gene is MVGCGVAVLCLWVSCGAAAGQLEYSVPEETERGVAVGNLSADLRLPAAAMSSRNFRFLSSHRELYFGVDLPSGNLVVREPADREQLCRAKAACVLTYDLVLEDPLELHKIRIHVLDTNDNSPLFPAGDVQLHIPEFLTPGARFTLPNAQDDDEGSNGILSYSLSPSQHFRLDMGSRVDGSEYPELVLEKALDREQRATHLLVLTARDGGLPARSGDAQVTIIVVDTNDNAPVFERSVYRTKVPETAPNGTVLFRVQALDPDEGSNGEVQYSLSNSTQAELRHRFHVHPKSGEVQVAASLG.... Result: 0 (no interaction). (5) The miRNA is mmu-miR-127-3p with sequence UCGGAUCCGUCUGAGCUUGGCU. The protein sequence of the target gene is MVCGGFSCSKNCLCALNLLYTLVSLLLIGIAAWGIGFGLISSLRVVGVVIAVGIFLFLIALVGLIGAVKHHQVLLFFYMIILLLVFIVQFSVSCACLALNREQQGQLLEVGWNNTASARNDIQRNLNCCGFRSYNPNDTCPASCAKSTQKCSSCAPIIGEYAGEVLRFVGGIGLFFSFTEILGVWLTYRYRNQKDPRANPSAFL. Result: 1 (interaction). (6) The miRNA is hsa-miR-23a-5p with sequence GGGGUUCCUGGGGAUGGGAUUU. The protein sequence of the target gene is MPEDQAGAAMEEASPYSLLDICLNFLTTHLEKFCSARQDGTLCLQEPGVFPQEVADRLLRTMAFHGLLNDGTVGIFRGNQMRLKRACIRKAKISAVAFRKAFCHHKLVELDATGVNADITITDIISGLGSNKWIQQNLQCLVLNSLTLSLEDPYERCFSRLSGLRALSITNVLFYNEDLAEVASLPRLESLDISNTSITDITALLACKDRLKSLTMHHLKCLKMTTTQILDVVRELKHLNHLDISDDKQFTSDIALRLLEQKDILPNLVSLDVSGRKHVTDKAVEAFIQQRPSMQFVGLL.... Result: 0 (no interaction). (7) The miRNA is mmu-miR-339-3p with sequence UGAGCGCCUCGGCGACAGAGCCG. The protein sequence of the target gene is MAETDPKTMQDITLVVETLLQQMQDKFQIMSDQIIGRIDDMSSRIDDLEKNIADLMTQAGVEELDPENKIPTAQKS. Result: 0 (no interaction).